From a dataset of Peptide-MHC class I binding affinity with 185,985 pairs from IEDB/IMGT. Regression. Given a peptide amino acid sequence and an MHC pseudo amino acid sequence, predict their binding affinity value. This is MHC class I binding data. (1) The peptide sequence is RRRWQQLLAL. The MHC is Mamu-B03 with pseudo-sequence Mamu-B03. The binding affinity (normalized) is 0.826. (2) The peptide sequence is YTMRHVLEPF. The MHC is Mamu-A02 with pseudo-sequence Mamu-A02. The binding affinity (normalized) is 0.842.